From a dataset of TCR-epitope binding with 47,182 pairs between 192 epitopes and 23,139 TCRs. Binary Classification. Given a T-cell receptor sequence (or CDR3 region) and an epitope sequence, predict whether binding occurs between them. (1) The epitope is CTELKLSDY. The TCR CDR3 sequence is CASSLERSRRPYEAFF. Result: 1 (the TCR binds to the epitope). (2) The epitope is KAYNVTQAF. The TCR CDR3 sequence is CASSQQGLREQYF. Result: 1 (the TCR binds to the epitope).